Task: Predict which catalyst facilitates the given reaction.. Dataset: Catalyst prediction with 721,799 reactions and 888 catalyst types from USPTO (1) Reactant: O.[OH-].[Li+].[C:4]([O:8][C:9]([NH:11][C:12]1[CH:17]=[CH:16][CH:15]=[CH:14][C:13]=1[C:18]1[N:19]([CH2:37][CH2:38][C:39]([O:41]C)=[O:40])[C:20]2[C:25]([C:26]=1[CH:27]1[CH2:32][CH2:31][CH2:30][CH2:29][CH2:28]1)=[CH:24][CH:23]=[C:22]([C:33]([O:35][CH3:36])=[O:34])[CH:21]=2)=[O:10])([CH3:7])([CH3:6])[CH3:5]. Product: [C:4]([O:8][C:9]([NH:11][C:12]1[CH:17]=[CH:16][CH:15]=[CH:14][C:13]=1[C:18]1[N:19]([CH2:37][CH2:38][C:39]([OH:41])=[O:40])[C:20]2[C:25]([C:26]=1[CH:27]1[CH2:28][CH2:29][CH2:30][CH2:31][CH2:32]1)=[CH:24][CH:23]=[C:22]([C:33]([O:35][CH3:36])=[O:34])[CH:21]=2)=[O:10])([CH3:7])([CH3:5])[CH3:6]. The catalyst class is: 20. (2) Reactant: Cl.Cl[C:3]1[CH:8]=[CH:7][N:6]=[CH:5][CH:4]=1.[OH-].[K+].C([O-])([O-])=O.[K+].[K+].[C:17]([O:21][C:22]([N:24]1[CH2:29][CH2:28][CH:27]([CH2:30][CH2:31][CH2:32][OH:33])[CH2:26][CH2:25]1)=[O:23])([CH3:20])([CH3:19])[CH3:18].C(N(CCOCCOC)CCOCCOC)COCCOC. Product: [C:17]([O:21][C:22]([N:24]1[CH2:29][CH2:28][CH:27]([CH2:30][CH2:31][CH2:32][O:33][C:3]2[CH:8]=[CH:7][N:6]=[CH:5][CH:4]=2)[CH2:26][CH2:25]1)=[O:23])([CH3:20])([CH3:19])[CH3:18]. The catalyst class is: 11. (3) Reactant: [F:1][C:2]1[CH:7]=[C:6]([C:8]2[CH:13]=[CH:12][CH:11]=[CH:10][C:9]=2[C:14]2[CH:19]=[CH:18][CH:17]=[CH:16][CH:15]=2)[C:5]([OH:20])=[CH:4][CH:3]=1.C(=O)([O-])[O-].[K+].[K+].[CH2:27](Br)[CH:28]=[CH2:29]. Product: [CH2:29]([O:20][C:5]1[CH:4]=[CH:3][C:2]([F:1])=[CH:7][C:6]=1[C:8]1[CH:13]=[CH:12][CH:11]=[CH:10][C:9]=1[C:14]1[CH:15]=[CH:16][CH:17]=[CH:18][CH:19]=1)[CH:28]=[CH2:27]. The catalyst class is: 16. (4) Reactant: [F:1][C:2]1[CH:3]=[N:4][C:5]([NH:8][C:9]2[C:10](C)=[N:11][CH:12]=[CH:13][C:14]=2N)=[N:6][CH:7]=1.[CH3:17][C:18](O)=O.[N:21](OC(C)(C)C)=O. Product: [F:1][C:2]1[CH:7]=[N:6][C:5]([N:8]2[C:9]3[CH:14]=[CH:13][N:21]=[C:18]([CH3:17])[C:10]=3[N:11]=[CH:12]2)=[N:4][CH:3]=1. The catalyst class is: 1. (5) Reactant: O1CCCC1.[C:6]([C:10]1[CH:15]=[CH:14][C:13]([CH:16]2[CH2:18][CH:17]2[C:19]([O:21]CC)=[O:20])=[CH:12][C:11]=1[F:24])([CH3:9])([CH3:8])[CH3:7].[OH-].[Na+].Cl. Product: [C:6]([C:10]1[CH:15]=[CH:14][C:13]([CH:16]2[CH2:18][CH:17]2[C:19]([OH:21])=[O:20])=[CH:12][C:11]=1[F:24])([CH3:9])([CH3:7])[CH3:8]. The catalyst class is: 5. (6) Reactant: [CH:1]1[C:6]([CH:7]=[O:8])=[CH:5][C:4]2[O:9][CH2:10][O:11][C:3]=2[CH:2]=1.[CH3:12][C:13]([C:15]1[CH:20]=[CH:19][C:18]2[O:21][CH2:22][O:23][C:17]=2[CH:16]=1)=O.[OH-].[Na+]. Product: [CH2:22]1[O:21][C:18]2[CH:19]=[CH:20][C:15]([CH:13]=[CH:12][C:7]([C:6]3[CH:1]=[CH:2][C:3]4[O:11][CH2:10][O:9][C:4]=4[CH:5]=3)=[O:8])=[CH:16][C:17]=2[O:23]1. The catalyst class is: 8. (7) Reactant: [NH2:1][CH2:2][CH2:3][CH2:4][N:5]1[C:17]2[C:16]3[CH:15]=[CH:14][CH:13]=[CH:12][C:11]=3[N:10]=[C:9]([NH2:18])[C:8]=2[N:7]=[C:6]1[CH2:19][CH2:20][CH2:21][O:22][C:23]1[CH:28]=[CH:27][CH:26]=[CH:25][CH:24]=1.[CH3:29][S:30](O[S:30]([CH3:29])(=[O:32])=[O:31])(=[O:32])=[O:31]. Product: [NH2:18][C:9]1[C:8]2[N:7]=[C:6]([CH2:19][CH2:20][CH2:21][O:22][C:23]3[CH:28]=[CH:27][CH:26]=[CH:25][CH:24]=3)[N:5]([CH2:4][CH2:3][CH2:2][NH:1][S:30]([CH3:29])(=[O:32])=[O:31])[C:17]=2[C:16]2[CH:15]=[CH:14][CH:13]=[CH:12][C:11]=2[N:10]=1. The catalyst class is: 22. (8) Reactant: C(NC(C)C)(C)C.[Li]CCCC.[CH2:13]([C@@H:15]1[CH2:32][C:31]2[CH:30]=[C:29]([O:33][CH3:34])[CH:28]=[CH:27][C:26]=2[C@@H:25]2[C@@H:16]1[C:17]1[C@@:21]([CH2:23][CH2:24]2)([CH3:22])[C:20](=[O:35])[CH2:19][CH:18]=1)[CH3:14].Cl[Si:37]([CH3:40])([CH3:39])[CH3:38]. Product: [CH2:13]([C@@H:15]1[CH2:32][C:31]2[CH:30]=[C:29]([O:33][CH3:34])[CH:28]=[CH:27][C:26]=2[C@@H:25]2[C@@H:16]1[C:17]1[C@@:21]([CH2:23][CH2:24]2)([CH3:22])[C:20]([O:35][Si:37]([CH3:40])([CH3:39])[CH3:38])=[CH:19][CH:18]=1)[CH3:14]. The catalyst class is: 7. (9) Reactant: [C:1]1([CH:8]=[CH:7][CH:6]=[C:4]([OH:5])[CH:3]=1)[OH:2].Br[CH2:10][CH:11]([CH3:13])[CH3:12].C(=O)([O-])[O-].[K+].[K+]. Product: [CH2:10]([O:2][C:1]1[CH:3]=[C:4]([OH:5])[CH:6]=[CH:7][CH:8]=1)[CH:11]([CH3:13])[CH3:12]. The catalyst class is: 3.